This data is from Full USPTO retrosynthesis dataset with 1.9M reactions from patents (1976-2016). The task is: Predict the reactants needed to synthesize the given product. Given the product [CH2:14]([C:6]1[O:7][C:3]([CH:1]=[O:2])=[CH:4][CH:5]=1)[C:15]1[CH:20]=[CH:19][CH:18]=[CH:17][CH:16]=1, predict the reactants needed to synthesize it. The reactants are: [CH:1]([C:3]1[O:7][C:6](B(O)O)=[CH:5][CH:4]=1)=[O:2].P(OCC)(OCC)(O[CH2:14][C:15]1[CH:20]=[CH:19][CH:18]=[CH:17][CH:16]=1)=O.ClC1C=CC(CC2C=C(C=O)SC=2)=CC=1.